Dataset: Forward reaction prediction with 1.9M reactions from USPTO patents (1976-2016). Task: Predict the product of the given reaction. (1) Given the reactants [C:1]1([CH:7]([C:38]2[CH:43]=[CH:42][CH:41]=[CH:40][CH:39]=2)[N:8]2[CH:13]=[CH:12][CH:11]=[C:10]([C:14]([NH:16][C@@H:17]([CH2:25][CH2:26][CH2:27][NH:28][C:29](=S)[NH:30][C:31]([O:33][CH2:34][CH3:35])=[O:32])[C:18]([O:20][C:21]([CH3:24])([CH3:23])[CH3:22])=[O:19])=[O:15])[C:9]2=[O:37])[CH:6]=[CH:5][CH:4]=[CH:3][CH:2]=1.CC[N:46]=C=NCCCN(C)C.CCN(C(C)C)C(C)C, predict the reaction product. The product is: [C:1]1([CH:7]([C:38]2[CH:43]=[CH:42][CH:41]=[CH:40][CH:39]=2)[N:8]2[CH:13]=[CH:12][CH:11]=[C:10]([C:14]([NH:16][C@@H:17]([CH2:25][CH2:26][CH2:27][NH:28][C:29]([NH:30][C:31]([O:33][CH2:34][CH3:35])=[O:32])=[NH:46])[C:18]([O:20][C:21]([CH3:24])([CH3:23])[CH3:22])=[O:19])=[O:15])[C:9]2=[O:37])[CH:6]=[CH:5][CH:4]=[CH:3][CH:2]=1. (2) The product is: [CH3:1][N:2]([CH2:9][C:8]1[CH:11]=[CH:12][C:5]([NH2:4])=[C:6]([N+:13]([O-:15])=[O:14])[CH:7]=1)[CH3:3]. Given the reactants [CH3:1][NH:2][CH3:3].[NH2:4][C:5]1[CH:12]=[CH:11][C:8]([CH:9]=O)=[CH:7][C:6]=1[N+:13]([O-:15])=[O:14].[BH4-].[Na+], predict the reaction product. (3) Given the reactants [NH2:1][C@H:2]1[CH2:6][CH2:5][N:4]([CH:7]2[CH2:12][CH2:11][N:10]([C:13]3[N:18]=[CH:17][C:16]([CH2:19][CH3:20])=[CH:15][N:14]=3)[CH2:9][CH2:8]2)[C:3]1=[O:21].C1(P(C2C=CC=CC=2)C2C=CC3C(=CC=CC=3)C=2C2C3C(=CC=CC=3)C=CC=2P(C2C=CC=CC=2)C2C=CC=CC=2)C=CC=CC=1.FC(F)(F)S(O[C:74]1[CH:83]=[C:82]2[C:77]([C:78](=[O:84])[CH2:79][CH2:80][O:81]2)=[CH:76][C:75]=1[Cl:85])(=O)=O.C([O-])([O-])=O.[Cs+].[Cs+], predict the reaction product. The product is: [Cl:85][C:75]1[CH:76]=[C:77]2[C:82](=[CH:83][C:74]=1[NH:1][C@H:2]1[CH2:6][CH2:5][N:4]([CH:7]3[CH2:12][CH2:11][N:10]([C:13]4[N:18]=[CH:17][C:16]([CH2:19][CH3:20])=[CH:15][N:14]=4)[CH2:9][CH2:8]3)[C:3]1=[O:21])[O:81][CH2:80][CH2:79][C:78]2=[O:84]. (4) Given the reactants [F:1][C:2]([CH3:30])([CH3:29])[C:3]([N:5]1[CH2:10][CH2:9][CH:8]([CH2:11][O:12][C:13]2[CH:18]=[CH:17][C:16]([C:19]3[CH2:20][CH2:21][N:22]([S:25]([CH3:28])(=[O:27])=[O:26])[CH2:23][CH:24]=3)=[CH:15][CH:14]=2)[CH2:7][CH2:6]1)=O.[H-].[Al+3].[Li+].[H-].[H-].[H-].O.O.O.O.O.O.O.O.O.O.S([O-])([O-])(=O)=O.[Na+].[Na+].C(OCC)C, predict the reaction product. The product is: [F:1][C:2]([CH3:30])([CH3:29])[CH2:3][N:5]1[CH2:10][CH2:9][CH:8]([CH2:11][O:12][C:13]2[CH:18]=[CH:17][C:16]([C:19]3[CH2:24][CH2:23][N:22]([S:25]([CH3:28])(=[O:27])=[O:26])[CH2:21][CH:20]=3)=[CH:15][CH:14]=2)[CH2:7][CH2:6]1. (5) Given the reactants [NH2:1][CH:2]([C:7]([OH:9])=[O:8])[C:3]([CH3:6])([CH3:5])[CH3:4].O.C([C@](C(O)=O)(O)[C@](C(=O)C1C=CC=CC=1)(O)C(O)=O)(=O)C1C=CC=CC=1, predict the reaction product. The product is: [NH2:1][C@@H:2]([C:7]([OH:9])=[O:8])[C:3]([CH3:6])([CH3:5])[CH3:4]. (6) Given the reactants Cl[C:2]1[N:7]=[C:6]([O:8][C:9]2[CH:28]=[CH:27][CH:26]=[CH:25][C:10]=2[CH2:11][NH:12][C:13]([NH:15][C:16]2[S:17][C:18]([C:21]([CH3:24])([CH3:23])[CH3:22])=[N:19][N:20]=2)=[O:14])[CH:5]=[CH:4][N:3]=1.[NH:29]1[CH2:34][CH2:33][O:32][CH2:31][CH2:30]1, predict the reaction product. The product is: [O:32]1[CH2:33][CH2:34][N:29]([C:2]2[N:7]=[C:6]([O:8][C:9]3[CH:28]=[CH:27][CH:26]=[CH:25][C:10]=3[CH2:11][NH:12][C:13]([NH:15][C:16]3[S:17][C:18]([C:21]([CH3:23])([CH3:22])[CH3:24])=[N:19][N:20]=3)=[O:14])[CH:5]=[CH:4][N:3]=2)[CH2:30][CH2:31]1.